Dataset: Forward reaction prediction with 1.9M reactions from USPTO patents (1976-2016). Task: Predict the product of the given reaction. (1) Given the reactants [CH3:1][C@:2]12[C@@:19]3([CH3:20])[CH:10]([C@:11]4([CH3:24])[C@@H:16]([CH2:17][CH2:18]3)[C:15]([CH3:22])([CH3:21])[C:14](=[O:23])[CH2:13][CH2:12]4)[CH2:9][CH2:8][C@@H:7]1[C@H:6]1[C@H:25]([C:28]([CH3:30])=[CH2:29])[CH2:26][CH2:27][C@:5]1([C:31]([O:33][CH3:34])=[O:32])[CH2:4][CH2:3]2.[F:35][C:36]([F:55])([F:54])[S:37](N(C1C=CC=CC=1)[S:37]([C:36]([F:55])([F:54])[F:35])(=[O:39])=[O:38])(=[O:39])=[O:38].C[Si]([N-][Si](C)(C)C)(C)C.[K+], predict the reaction product. The product is: [CH3:1][C@:2]12[C@@:19]3([CH3:20])[CH:10]([C@:11]4([CH3:24])[C@@H:16]([CH2:17][CH2:18]3)[C:15]([CH3:21])([CH3:22])[C:14]([O:23][S:37]([C:36]([F:55])([F:54])[F:35])(=[O:39])=[O:38])=[CH:13][CH2:12]4)[CH2:9][CH2:8][C@@H:7]1[C@H:6]1[C@H:25]([C:28]([CH3:30])=[CH2:29])[CH2:26][CH2:27][C@:5]1([C:31]([O:33][CH3:34])=[O:32])[CH2:4][CH2:3]2. (2) Given the reactants C(O)(C(F)(F)F)=O.[CH2:8]([NH:11][C:12](=[O:27])[C@H:13]([CH2:20][C:21]1[CH:26]=[CH:25][CH:24]=[CH:23][CH:22]=1)[NH:14][C:15](=[O:19])[C:16](=O)[CH3:17])[CH:9]=[CH2:10], predict the reaction product. The product is: [CH2:8]([N:11]1[C:16](=[CH2:17])[C:15](=[O:19])[NH:14][C@@H:13]([CH2:20][C:21]2[CH:26]=[CH:25][CH:24]=[CH:23][CH:22]=2)[C:12]1=[O:27])[CH:9]=[CH2:10]. (3) Given the reactants [Cl:1][C:2]1[C:7]([C:8]2[CH:13]=[CH:12][C:11]([S:14]([CH2:17][CH3:18])(=[O:16])=[O:15])=[CH:10][C:9]=2[O:19][CH3:20])=[CH:6][C:5](B2OC(C)(C)C(C)(C)O2)=[CH:4][CH:3]=1.Cl[C:31]1[C:32]2[N:39]=[CH:38][N:37]([CH2:40][CH3:41])[C:33]=2[N:34]=[N:35][CH:36]=1, predict the reaction product. The product is: [Cl:1][C:2]1[C:7]([C:8]2[CH:13]=[CH:12][C:11]([S:14]([CH2:17][CH3:18])(=[O:15])=[O:16])=[CH:10][C:9]=2[O:19][CH3:20])=[CH:6][C:5]([C:31]2[C:32]3[N:39]=[CH:38][N:37]([CH2:40][CH3:41])[C:33]=3[N:34]=[N:35][CH:36]=2)=[CH:4][CH:3]=1. (4) Given the reactants [CH3:1][O:2][C:3]1[N:8]2[N:9]=[CH:10][CH:11]=[C:7]2[C:6]([C:12]([OH:14])=[O:13])=[CH:5][CH:4]=1.[N+:15]([C:18]1[CH:23]=[CH:22][C:21](O)=[CH:20][CH:19]=1)([O-:17])=[O:16].Cl.CN(C)CCCN=C=NCC.CN(C1C=CC=CN=1)C, predict the reaction product. The product is: [N+:15]([C:18]1[CH:23]=[CH:22][C:21]([O:13][C:12]([C:6]2[C:7]3[N:8]([N:9]=[CH:10][CH:11]=3)[C:3]([O:2][CH3:1])=[CH:4][CH:5]=2)=[O:14])=[CH:20][CH:19]=1)([O-:17])=[O:16].